This data is from M1 muscarinic receptor antagonist screen with 61,756 compounds. The task is: Binary Classification. Given a drug SMILES string, predict its activity (active/inactive) in a high-throughput screening assay against a specified biological target. The compound is Clc1ccc(Cn2c(=O)c3n(c(nc3n(c2=O)C)NCc2occc2)C)cc1. The result is 0 (inactive).